This data is from Full USPTO retrosynthesis dataset with 1.9M reactions from patents (1976-2016). The task is: Predict the reactants needed to synthesize the given product. (1) Given the product [OH:42][CH:43]1[CH2:44][N:39]([C:10](=[O:12])[C@@H:9]([NH:8][C:6](=[O:7])[O:5][C:1]([CH3:2])([CH3:3])[CH3:4])[CH:13]([CH3:15])[CH3:14])[CH2:40]1, predict the reactants needed to synthesize it. The reactants are: [C:1]([O:5][C:6]([NH:8][C@@H:9]([CH:13]([CH3:15])[CH3:14])[C:10]([OH:12])=O)=[O:7])([CH3:4])([CH3:3])[CH3:2].CN(C(ON1N=NC2C=CC=CC1=2)=[N+](C)C)C.[B-](F)(F)(F)F.C[N:39]1[CH2:44][CH2:43][O:42]C[CH2:40]1.Cl.N1CC(O)C1. (2) Given the product [Cl:6][C:7]1[C:12]([Cl:13])=[C:11]([F:14])[CH:10]=[CH:9][C:8]=1[S:2]([Cl:1])(=[O:5])=[O:3], predict the reactants needed to synthesize it. The reactants are: [Cl:1][S:2]([OH:5])(=O)=[O:3].[Cl:6][C:7]1[C:12]([Cl:13])=[C:11]([F:14])[CH:10]=[CH:9][CH:8]=1. (3) Given the product [NH2:1][C:2]1[N:7]=[C:6]([C:8]2[C:16]3[C:11](=[N:12][CH:13]=[CH:14][C:15]=3[C:4]#[C:5][CH2:6][CH2:8][CH3:9])[NH:10][CH:9]=2)[CH:5]=[CH:4][N:3]=1, predict the reactants needed to synthesize it. The reactants are: [NH2:1][C:2]1[N:7]=[C:6]([C:8]2[C:16]3[C:11](=[N:12][CH:13]=[CH:14][C:15]=3Cl)[NH:10][CH:9]=2)[CH:5]=[CH:4][N:3]=1. (4) Given the product [Br:33][C:34]1[CH:39]=[CH:38][C:37]([S:40][CH2:12][CH2:13][CH:14]2[CH2:15][CH2:16][N:17]([C:20]([O:22][C:23]([CH3:24])([CH3:25])[CH3:26])=[O:21])[CH2:18][CH2:19]2)=[C:36]([C:41]([F:44])([F:42])[F:43])[CH:35]=1, predict the reactants needed to synthesize it. The reactants are: CC1C=CC(S(O[CH2:12][CH2:13][CH:14]2[CH2:19][CH2:18][N:17]([C:20]([O:22][C:23]([CH3:26])([CH3:25])[CH3:24])=[O:21])[CH2:16][CH2:15]2)(=O)=O)=CC=1.C(=O)([O-])[O-].[K+].[K+].[Br:33][C:34]1[CH:39]=[CH:38][C:37]([SH:40])=[C:36]([C:41]([F:44])([F:43])[F:42])[CH:35]=1.CN(C=O)C. (5) Given the product [NH2:1][CH2:4][C:5]1([OH:15])[CH2:14][CH2:13][C:8]2([O:12][CH2:11][CH2:10][O:9]2)[CH2:7][CH2:6]1, predict the reactants needed to synthesize it. The reactants are: [N+:1]([CH2:4][C:5]1([OH:15])[CH2:14][CH2:13][C:8]2([O:12][CH2:11][CH2:10][O:9]2)[CH2:7][CH2:6]1)([O-])=O. (6) Given the product [C:4]1([C@@H:1]([OH:3])[CH3:2])[CH:9]=[CH:8][CH:7]=[CH:6][CH:5]=1, predict the reactants needed to synthesize it. The reactants are: [C:1]([C:4]1[CH:9]=[CH:8][CH:7]=[CH:6][CH:5]=1)(=[O:3])[CH3:2].[B]1OC2C(=CC=CC=2)O1.[OH-].[Na+]. (7) Given the product [CH3:1][O:2][C:3]1[CH:21]=[C:20]([O:22][CH2:37][C:33]2[CH:34]=[CH:35][CH:36]=[C:31]([C:28]3[CH:29]=[N:30][C:25]([O:24][CH3:23])=[N:26][CH:27]=3)[CH:32]=2)[C:6]2[CH:7]=[C:8]([C:10]3[N:11]=[C:12]4[CH:17]=[CH:16][C:15]([CH3:18])=[N:14][N:13]4[CH:19]=3)[O:9][C:5]=2[CH:4]=1, predict the reactants needed to synthesize it. The reactants are: [CH3:1][O:2][C:3]1[CH:4]=[C:5]2[O:9][C:8]([C:10]3[N:11]=[C:12]4[CH:17]=[CH:16][C:15]([CH3:18])=[N:14][N:13]4[CH:19]=3)=[CH:7][C:6]2=[C:20]([OH:22])[CH:21]=1.[CH3:23][O:24][C:25]1[N:30]=[CH:29][C:28]([C:31]2[CH:32]=[C:33]([CH2:37]O)[CH:34]=[CH:35][CH:36]=2)=[CH:27][N:26]=1.C1(P(C2C=CC=CC=2)C2C=CC=CC=2)C=CC=CC=1.N(C(OC(C)C)=O)=NC(OC(C)C)=O.